From a dataset of Full USPTO retrosynthesis dataset with 1.9M reactions from patents (1976-2016). Predict the reactants needed to synthesize the given product. (1) Given the product [CH2:1]([O:8][C:9]1[N:10]=[CH:11][C:12]([CH:23]=[O:24])=[CH:13][CH:14]=1)[C:2]1[CH:7]=[CH:6][CH:5]=[CH:4][CH:3]=1, predict the reactants needed to synthesize it. The reactants are: [CH2:1]([O:8][C:9]1[CH:14]=[CH:13][C:12](Br)=[CH:11][N:10]=1)[C:2]1[CH:7]=[CH:6][CH:5]=[CH:4][CH:3]=1.C([Li])CCC.CN(C)[CH:23]=[O:24].O. (2) Given the product [CH3:17][O:18][CH2:19][N:1]1[C:9]2[C:4](=[CH:5][C:6]([C:10]([O:12][CH3:13])=[O:11])=[CH:7][CH:8]=2)[CH:3]=[N:2]1, predict the reactants needed to synthesize it. The reactants are: [NH:1]1[C:9]2[C:4](=[CH:5][C:6]([C:10]([O:12][CH3:13])=[O:11])=[CH:7][CH:8]=2)[CH:3]=[N:2]1.[H-].[Na+].Cl[CH2:17][O:18][CH3:19]. (3) Given the product [Br:17][C:18]1[N:19]=[CH:20][C:21]([O:14][CH2:13][C:2]2([CH3:1])[O:6][C:5]3=[N:7][C:8]([N+:10]([O-:12])=[O:11])=[CH:9][N:4]3[CH2:3]2)=[N:22][CH:23]=1, predict the reactants needed to synthesize it. The reactants are: [CH3:1][C:2]1([CH2:13][OH:14])[O:6][C:5]2=[N:7][C:8]([N+:10]([O-:12])=[O:11])=[CH:9][N:4]2[CH2:3]1.[H-].[Na+].[Br:17][C:18]1[CH:23]=[N:22][C:21](Br)=[CH:20][N:19]=1. (4) The reactants are: [Cl:1][C:2]1[CH:27]=[CH:26][C:5]2[N:6]3[C:10]([CH2:11][NH:12][CH2:13][C:4]=2[CH:3]=1)=[N:9][N:8]=[C:7]3[CH:14]1[CH2:19][CH2:18][N:17]([C:20]2[CH:25]=[CH:24][CH:23]=[CH:22][N:21]=2)[CH2:16][CH2:15]1.[CH:28](O)=[O:29]. Given the product [Cl:1][C:2]1[CH:27]=[CH:26][C:5]2[N:6]3[C:10]([CH2:11][N:12]([CH:28]=[O:29])[CH2:13][C:4]=2[CH:3]=1)=[N:9][N:8]=[C:7]3[CH:14]1[CH2:15][CH2:16][N:17]([C:20]2[CH:25]=[CH:24][CH:23]=[CH:22][N:21]=2)[CH2:18][CH2:19]1, predict the reactants needed to synthesize it. (5) Given the product [CH:50]([O:48][C:4]1[CH:3]=[C:2]([Cl:1])[C:7]([S:8]([CH3:11])(=[O:9])=[O:10])=[CH:6][C:5]=1[C:12]1[N:13]([C:33]([N:35]2[CH2:40][CH2:39][N:38]([CH2:41][CH2:42][CH2:43][S:44]([CH3:47])(=[O:46])=[O:45])[CH2:37][CH2:36]2)=[O:34])[C@@:14]([C:26]2[CH:31]=[CH:30][C:29]([Cl:32])=[CH:28][CH:27]=2)([CH3:25])[C@@:15]([C:18]2[CH:19]=[CH:20][C:21]([Cl:24])=[CH:22][CH:23]=2)([CH3:17])[N:16]=1)([CH2:52][CH3:53])[CH3:51], predict the reactants needed to synthesize it. The reactants are: [Cl:1][C:2]1[C:7]([S:8]([CH3:11])(=[O:10])=[O:9])=[CH:6][C:5]([C:12]2[N:13]([C:33]([N:35]3[CH2:40][CH2:39][N:38]([CH2:41][CH2:42][CH2:43][S:44]([CH3:47])(=[O:46])=[O:45])[CH2:37][CH2:36]3)=[O:34])[C@@:14]([C:26]3[CH:31]=[CH:30][C:29]([Cl:32])=[CH:28][CH:27]=3)([CH3:25])[C@@:15]([C:18]3[CH:23]=[CH:22][C:21]([Cl:24])=[CH:20][CH:19]=3)([CH3:17])[N:16]=2)=[C:4]([OH:48])[CH:3]=1.I[CH:50]([CH2:52][CH3:53])[CH3:51]. (6) Given the product [F:23][C:17]1[CH:16]=[CH:15][C:14]([S:1]([C:4]2[C:9]([CH2:10][OH:11])=[CH:8][C:7]([F:13])=[CH:6][CH:5]=2)(=[O:3])=[O:2])=[C:19]([CH2:20][OH:21])[CH:18]=1, predict the reactants needed to synthesize it. The reactants are: [S:1]([C:14]1[C:19]([C:20](O)=[O:21])=[CH:18][C:17]([F:23])=[CH:16][CH:15]=1)([C:4]1[C:9]([C:10](O)=[O:11])=[CH:8][C:7]([F:13])=[CH:6][CH:5]=1)(=[O:3])=[O:2].C(C1C=CC=C([N+]([O-])=O)C=1SC1C=CC(F)=CC=1C(O)=O)(O)=O.B. (7) Given the product [NH2:48][C@@H:45]1[CH2:46][CH2:47][N:42]([C:10]2[C:9]([Cl:8])=[C:14]([NH:15][C:16]3[N:21]=[C:20]([NH:22][CH:32]4[CH2:33][CH2:34]4)[C:19]4=[N:35][CH:36]=[C:37]([C:38]#[N:39])[N:18]4[N:17]=3)[CH:13]=[C:12]([C:40]#[N:41])[CH:11]=2)[CH2:43][C@H:44]1[O:56][Si:57]([CH:61]([CH3:63])[CH3:62])([CH:64]([CH3:66])[CH3:65])[CH:58]([CH3:59])[CH3:60], predict the reactants needed to synthesize it. The reactants are: C(O)(C(F)(F)F)=O.[Cl:8][C:9]1[C:14]([NH:15][C:16]2[N:21]=[C:20]([N:22]([CH:32]3[CH2:34][CH2:33]3)CC3C=CC(OC)=CC=3)[C:19]3=[N:35][CH:36]=[C:37]([C:38]#[N:39])[N:18]3[N:17]=2)=[CH:13][C:12]([C:40]#[N:41])=[CH:11][C:10]=1[N:42]1[CH2:47][CH2:46][C@@H:45]([NH:48]C(=O)OC(C)(C)C)[C@H:44]([O:56][Si:57]([CH:64]([CH3:66])[CH3:65])([CH:61]([CH3:63])[CH3:62])[CH:58]([CH3:60])[CH3:59])[CH2:43]1.C1(OC)C=CC=CC=1.